From a dataset of M1 muscarinic receptor antagonist screen with 61,756 compounds. Binary Classification. Given a drug SMILES string, predict its activity (active/inactive) in a high-throughput screening assay against a specified biological target. The drug is OCC1CN(CCC1)Cc1ccc(cc1)c1ccccc1. The result is 1 (active).